From a dataset of Full USPTO retrosynthesis dataset with 1.9M reactions from patents (1976-2016). Predict the reactants needed to synthesize the given product. (1) The reactants are: [CH2:1]([C@@H:8]1[CH2:12][O:11][C:10](=[O:13])[N:9]1[C:14](=[O:24])/[CH:15]=[CH:16]/[C:17]1[CH:22]=[CH:21][C:20]([Cl:23])=[CH:19][CH:18]=1)[C:2]1[CH:7]=[CH:6][CH:5]=[CH:4][CH:3]=1.[CH2:25]([N:32]([CH2:36][Si](C)(C)C)[CH2:33]OC)[C:26]1[CH:31]=[CH:30][CH:29]=[CH:28][CH:27]=1.FC(F)(F)C(O)=O.C(=O)([O-])O.[Na+]. Given the product [CH2:1]([C@@H:8]1[CH2:12][O:11][C:10](=[O:13])[N:9]1[C:14]([C@H:15]1[C@H:16]([C:17]2[CH:22]=[CH:21][C:20]([Cl:23])=[CH:19][CH:18]=2)[CH2:36][N:32]([CH2:25][C:26]2[CH:31]=[CH:30][CH:29]=[CH:28][CH:27]=2)[CH2:33]1)=[O:24])[C:2]1[CH:7]=[CH:6][CH:5]=[CH:4][CH:3]=1.[CH2:1]([C@@H:8]1[CH2:12][O:11][C:10](=[O:13])[N:9]1[C:14]([C@@H:15]1[C@@H:16]([C:17]2[CH:22]=[CH:21][C:20]([Cl:23])=[CH:19][CH:18]=2)[CH2:36][N:32]([CH2:25][C:26]2[CH:31]=[CH:30][CH:29]=[CH:28][CH:27]=2)[CH2:33]1)=[O:24])[C:2]1[CH:7]=[CH:6][CH:5]=[CH:4][CH:3]=1, predict the reactants needed to synthesize it. (2) Given the product [C:10]([CH2:9][N:4]([CH2:5][C:6]([OH:8])=[O:7])[CH2:3][CH2:2][NH:1][CH2:18][C:16]([O:15][CH2:14][CH3:13])=[O:17])([OH:12])=[O:11], predict the reactants needed to synthesize it. The reactants are: [NH2:1][CH2:2][CH2:3][N:4]([CH2:9][C:10]([OH:12])=[O:11])[CH2:5][C:6]([OH:8])=[O:7].[CH3:13][CH2:14][O:15][C:16]([CH2:18]Br)=[O:17].C([O-])(O)=O.[Na+].C1(C)C=CC=CC=1.C(OCC)(=O)C. (3) Given the product [Cl:12][CH2:13][C:14]1[N:15]([CH2:27][CH:28]([CH3:30])[CH3:29])[C:16]2[C:25]3[N:24]=[CH:23][CH:22]=[CH:21][C:20]=3[N+:19]([O-:9])=[CH:18][C:17]=2[N:26]=1, predict the reactants needed to synthesize it. The reactants are: C1C=C(Cl)C=C(C(OO)=[O:9])C=1.[Cl:12][CH2:13][C:14]1[N:15]([CH2:27][CH:28]([CH3:30])[CH3:29])[C:16]2[C:25]3[N:24]=[CH:23][CH:22]=[CH:21][C:20]=3[N:19]=[CH:18][C:17]=2[N:26]=1.